From a dataset of Full USPTO retrosynthesis dataset with 1.9M reactions from patents (1976-2016). Predict the reactants needed to synthesize the given product. (1) Given the product [F:22][C:19]1[CH:18]=[CH:17][C:16]([C:10]2[C:9]3[C:13](=[CH:14][CH:15]=[C:7]([C:5]4[NH:6][C:36]([C:35]5[CH:40]=[CH:41][C:32]([O:31][CH3:30])=[CH:33][CH:34]=5)=[N:38][N:39]=4)[CH:8]=3)[NH:12][N:11]=2)=[CH:21][CH:20]=1, predict the reactants needed to synthesize it. The reactants are: Cl.C(O[C:5]([C:7]1[CH:8]=[C:9]2[C:13](=[CH:14][CH:15]=1)[NH:12][N:11]=[C:10]2[C:16]1[CH:21]=[CH:20][C:19]([F:22])=[CH:18][CH:17]=1)=[NH:6])C.C(N(CC)CC)C.[CH3:30][O:31][C:32]1[CH:41]=[CH:40][C:35]([C:36]([NH:38][NH2:39])=O)=[CH:34][CH:33]=1. (2) The reactants are: Br[C:2]1[CH:3]=[CH:4][C:5]2[O:6][CH2:7][CH2:8][N:9]([S:12]([C:15]3[CH:16]=[C:17]([CH3:21])[CH:18]=[CH:19][CH:20]=3)(=[O:14])=[O:13])[C:10]=2[N:11]=1.N1[C:35]2[C:26](=[CH:27][CH:28]=[C:29]3[C:34]=2N=CC=C3)[CH:25]=[CH:24]C=1.C([O-])([O-])=[O:37].[Cs+].[Cs+]. Given the product [C:26]1([CH:25]([O:37][C:2]2[CH:3]=[CH:4][C:5]3[O:6][CH2:7][CH2:8][N:9]([S:12]([C:15]4[CH:16]=[C:17]([CH3:21])[CH:18]=[CH:19][CH:20]=4)(=[O:14])=[O:13])[C:10]=3[N:11]=2)[CH3:24])[CH:35]=[CH:34][CH:29]=[CH:28][CH:27]=1, predict the reactants needed to synthesize it. (3) The reactants are: C(O)(C(F)(F)F)=O.[Cl:8][C:9]1[CH:14]=[CH:13][C:12]([CH:15]([NH:22][C:23]([C:25]2([NH:40]C(=O)OC(C)(C)C)[CH2:30][CH2:29][N:28]([C:31]3[C:32]4[CH:39]=[CH:38][NH:37][C:33]=4[N:34]=[CH:35][N:36]=3)[CH2:27][CH2:26]2)=[O:24])[CH2:16][C:17]([N:19]([CH3:21])[CH3:20])=[O:18])=[CH:11][CH:10]=1. Given the product [NH2:40][C:25]1([C:23]([NH:22][CH:15]([C:12]2[CH:13]=[CH:14][C:9]([Cl:8])=[CH:10][CH:11]=2)[CH2:16][C:17]([N:19]([CH3:20])[CH3:21])=[O:18])=[O:24])[CH2:26][CH2:27][N:28]([C:31]2[C:32]3[CH:39]=[CH:38][NH:37][C:33]=3[N:34]=[CH:35][N:36]=2)[CH2:29][CH2:30]1, predict the reactants needed to synthesize it. (4) Given the product [CH3:31][CH:10]1[CH2:11][N:12]2[C:20]3[CH:19]=[C:18]([C:21]([O:23][CH2:24][CH3:25])=[O:22])[CH:17]=[CH:16][C:15]=3[CH:14]=[C:13]2[C:26](=[O:27])[NH:8][CH2:9]1, predict the reactants needed to synthesize it. The reactants are: C(OC([NH:8][CH2:9][CH:10]([CH3:31])[CH2:11][N:12]1[C:20]2[C:15](=[CH:16][CH:17]=[C:18]([C:21]([O:23][CH2:24][CH3:25])=[O:22])[CH:19]=2)[CH:14]=[C:13]1[C:26](OCC)=[O:27])=O)(C)(C)C.N1C2C(=CC=C(C(OCC)=O)C=2)C=C1C(OCC)=O.C(O)(C(F)(F)F)=O.C(N(CC)CC)C.C([O-])([O-])=O.[K+].[K+]. (5) Given the product [CH3:1][N:2]1[CH:6]=[C:5]([NH:7][C:8]2[N:13]=[C:12]3[N:14]([CH2:17][C:18]4[CH:19]=[C:20]([N:24]5[CH2:29][CH2:28][O:27][CH2:26][CH:25]5[OH:30])[CH:21]=[CH:22][CH:23]=4)[N:15]=[CH:16][C:11]3=[CH:10][N:9]=2)[CH:4]=[N:3]1, predict the reactants needed to synthesize it. The reactants are: [CH3:1][N:2]1[CH:6]=[C:5]([NH:7][C:8]2[N:13]=[C:12]3[N:14]([CH2:17][C:18]4[CH:19]=[C:20]([N:24]5[CH2:29][CH2:28][O:27][CH2:26][C:25]5=[O:30])[CH:21]=[CH:22][CH:23]=4)[N:15]=[CH:16][C:11]3=[CH:10][N:9]=2)[CH:4]=[N:3]1.[BH4-].[Li+]. (6) Given the product [CH2:1]([O:8][C:9]1[CH:42]=[CH:41][C:12]([C:13]([O:15][C:16]2[CH:21]=[CH:20][C:19]([CH2:22][N:23]([CH2:33][C:34]([O:36][C:37]([CH3:40])([CH3:39])[CH3:38])=[O:35])[C:24](=[O:32])[C:25]3[CH:26]=[CH:27][C:28]([NH:31][C:52](=[O:53])[CH2:51][C:48]4[CH:49]=[CH:50][C:45]([O:44][CH3:43])=[CH:46][CH:47]=4)=[CH:29][CH:30]=3)=[CH:18][CH:17]=2)=[O:14])=[CH:11][CH:10]=1)[CH2:2][CH2:3][CH2:4][CH2:5][CH2:6][CH3:7], predict the reactants needed to synthesize it. The reactants are: [CH2:1]([O:8][C:9]1[CH:42]=[CH:41][C:12]([C:13]([O:15][C:16]2[CH:21]=[CH:20][C:19]([CH2:22][N:23]([CH2:33][C:34]([O:36][C:37]([CH3:40])([CH3:39])[CH3:38])=[O:35])[C:24](=[O:32])[C:25]3[CH:30]=[CH:29][C:28]([NH2:31])=[CH:27][CH:26]=3)=[CH:18][CH:17]=2)=[O:14])=[CH:11][CH:10]=1)[CH2:2][CH2:3][CH2:4][CH2:5][CH2:6][CH3:7].[CH3:43][O:44][C:45]1[CH:50]=[CH:49][C:48]([CH2:51][C:52](Cl)=[O:53])=[CH:47][CH:46]=1. (7) Given the product [Cl:6][C:7]1[N:12]=[C:11]([NH:5][CH:1]2[CH2:4][CH2:3][CH2:2]2)[C:10]([N+:14]([O-:16])=[O:15])=[C:9]([Cl:17])[N:8]=1, predict the reactants needed to synthesize it. The reactants are: [CH:1]1([NH2:5])[CH2:4][CH2:3][CH2:2]1.[Cl:6][C:7]1[N:12]=[C:11](Cl)[C:10]([N+:14]([O-:16])=[O:15])=[C:9]([Cl:17])[N:8]=1.CCN(C(C)C)C(C)C. (8) Given the product [CH3:14][Si:13]([CH3:16])([CH3:15])[CH2:12][CH2:11][O:10][CH2:9][N:8]([CH2:17][O:18][CH2:19][CH2:20][Si:21]([CH3:24])([CH3:23])[CH3:22])[C:7]1[N:6]2[N:25]=[CH:26][C:27]([CH:28]3[C:37](=[O:38])[C:36]4[C:31](=[CH:32][CH:33]=[CH:34][CH:35]=4)[NH:30][C:29]3=[O:39])=[C:5]2[N:4]=[C:3]([N:40]2[CH2:45][CH2:44][S:43][CH2:42][CH2:41]2)[C:2]=1[C:59]#[N:60], predict the reactants needed to synthesize it. The reactants are: Br[C:2]1[C:3]([N:40]2[CH2:45][CH2:44][S:43][CH2:42][CH2:41]2)=[N:4][C:5]2[N:6]([N:25]=[CH:26][C:27]=2[CH:28]2[C:37](=[O:38])[C:36]3[C:31](=[CH:32][CH:33]=[CH:34][CH:35]=3)[NH:30][C:29]2=[O:39])[C:7]=1[N:8]([CH2:17][O:18][CH2:19][CH2:20][Si:21]([CH3:24])([CH3:23])[CH3:22])[CH2:9][O:10][CH2:11][CH2:12][Si:13]([CH3:16])([CH3:15])[CH3:14].[Sn]([C:59]#[N:60])(CCCC)(CCCC)CCCC.